From a dataset of Catalyst prediction with 721,799 reactions and 888 catalyst types from USPTO. Predict which catalyst facilitates the given reaction. Reactant: [OH:1][CH:2]([C:6]1[CH:11]=[CH:10][C:9]([C:12]2[N:16]=[C:15]([C:17]3[O:21][N:20]=[C:19]([C:22]4[CH:27]=[CH:26][CH:25]=[CH:24][CH:23]=4)[C:18]=3[C:28]([F:31])([F:30])[F:29])[O:14][N:13]=2)=[CH:8][CH:7]=1)[C:3](O)=[O:4].C[N:33]1[CH2:38][CH2:37][O:36]CC1.CN([C:42]([O:46]N1N=NC2C=CC=NC1=2)=[N+](C)C)C.F[P-](F)(F)(F)(F)F. Product: [OH:36][CH2:37][CH:38]([NH:33][C:3](=[O:4])[CH:2]([OH:1])[C:6]1[CH:7]=[CH:8][C:9]([C:12]2[N:16]=[C:15]([C:17]3[O:21][N:20]=[C:19]([C:22]4[CH:27]=[CH:26][CH:25]=[CH:24][CH:23]=4)[C:18]=3[C:28]([F:30])([F:31])[F:29])[O:14][N:13]=2)=[CH:10][CH:11]=1)[CH2:42][OH:46]. The catalyst class is: 3.